From a dataset of Full USPTO retrosynthesis dataset with 1.9M reactions from patents (1976-2016). Predict the reactants needed to synthesize the given product. (1) Given the product [Br:1][C:2]1[CH:3]=[C:4]2[C:8](=[CH:9][C:10]=1[O:11][CH3:12])[N:7]=[C:25]([C:21]1[CH:22]=[CH:23][CH:24]=[C:19]([C:18]([F:17])([F:29])[F:30])[CH:20]=1)[C:26]([CH3:27])=[C:5]2[C:6]([OH:13])=[O:15], predict the reactants needed to synthesize it. The reactants are: [Br:1][C:2]1[CH:3]=[C:4]2[C:8](=[CH:9][C:10]=1[O:11][CH3:12])[NH:7][C:6](=[O:13])[C:5]2=O.[OH-:15].[K+].[F:17][C:18]([F:30])([F:29])[C:19]1[CH:20]=[C:21]([C:25](=O)[CH2:26][CH3:27])[CH:22]=[CH:23][CH:24]=1. (2) The reactants are: [C:1]([C:3]1[CH:4]=[C:5]([C:9]2[CH:14]=[CH:13][CH:12]=[C:11]([CH2:15][NH:16][C:17](=[O:23])[O:18][C:19]([CH3:22])([CH3:21])[CH3:20])[CH:10]=2)[CH:6]=[CH:7][CH:8]=1)#[CH:2].I[C:25]1[CH:30]=[CH:29][CH:28]=[CH:27][C:26]=1[CH2:31][C:32]([O:34][CH3:35])=[O:33].C(NC(C)C)(C)C. Given the product [C:19]([O:18][C:17]([NH:16][CH2:15][C:11]1[CH:10]=[C:9]([C:5]2[CH:6]=[CH:7][CH:8]=[C:3]([C:1]#[C:2][C:25]3[CH:30]=[CH:29][CH:28]=[CH:27][C:26]=3[CH2:31][C:32]([O:34][CH3:35])=[O:33])[CH:4]=2)[CH:14]=[CH:13][CH:12]=1)=[O:23])([CH3:20])([CH3:22])[CH3:21], predict the reactants needed to synthesize it. (3) Given the product [C@@H:14]([NH:13][C:6]1[CH:5]=[C:4]([CH:9]=[C:8]([CH:10]([F:12])[F:11])[N:7]=1)[C:3]([OH:18])=[O:2])([CH2:16][CH3:17])[CH3:15], predict the reactants needed to synthesize it. The reactants are: C[O:2][C:3](=[O:18])[C:4]1[CH:9]=[C:8]([CH:10]([F:12])[F:11])[N:7]=[C:6]([NH:13][CH:14]([CH2:16][CH3:17])[CH3:15])[CH:5]=1.[OH-].[Li+].Cl. (4) Given the product [F:33][C:34]([F:47])([F:46])[S:35]([O:32][C:15]1[CH:16]=[CH:17][C:18]([O:20][CH2:21][C:22]2[CH:31]=[CH:30][C:29]3[C:24](=[CH:25][CH:26]=[CH:27][CH:28]=3)[N:23]=2)=[CH:19][C:14]=1[C:7]1([C:1]2[CH:2]=[CH:3][CH:4]=[CH:5][CH:6]=2)[CH2:12][CH:11]2[CH2:13][CH:8]1[CH2:9][CH2:10]2)(=[O:37])=[O:36], predict the reactants needed to synthesize it. The reactants are: [C:1]1([C:7]2([C:14]3[CH:19]=[C:18]([O:20][CH2:21][C:22]4[CH:31]=[CH:30][C:29]5[C:24](=[CH:25][CH:26]=[CH:27][CH:28]=5)[N:23]=4)[CH:17]=[CH:16][C:15]=3[OH:32])[CH2:12][CH:11]3[CH2:13][CH:8]2[CH2:9][CH2:10]3)[CH:6]=[CH:5][CH:4]=[CH:3][CH:2]=1.[F:33][C:34]([F:47])([F:46])[S:35](O[S:35]([C:34]([F:47])([F:46])[F:33])(=[O:37])=[O:36])(=[O:37])=[O:36]. (5) Given the product [CH2:1]([O:8][C:9]1[CH:14]=[CH:13][C:12]([C:15]2[CH:20]=[C:19]([O:21][CH3:22])[CH:18]=[CH:17][C:16]=2[F:23])=[CH:11][C:10]=1[CH:24]([O:30][CH3:34])[CH2:25][C:26]([CH3:27])([CH3:29])[CH3:28])[C:2]1[CH:3]=[CH:4][CH:5]=[CH:6][CH:7]=1, predict the reactants needed to synthesize it. The reactants are: [CH2:1]([O:8][C:9]1[CH:14]=[CH:13][C:12]([C:15]2[CH:20]=[C:19]([O:21][CH3:22])[CH:18]=[CH:17][C:16]=2[F:23])=[CH:11][C:10]=1[CH:24]([OH:30])[CH2:25][C:26]([CH3:29])([CH3:28])[CH3:27])[C:2]1[CH:7]=[CH:6][CH:5]=[CH:4][CH:3]=1.[H-].[Na+].I[CH3:34].O.